From a dataset of Full USPTO retrosynthesis dataset with 1.9M reactions from patents (1976-2016). Predict the reactants needed to synthesize the given product. (1) Given the product [Cl:12][C:13]1[C:18]2[C:19]([OH:20])=[C:6]([C:5]([O:9][CH2:10][CH3:11])=[O:8])[S:7][C:17]=2[C:16]([CH3:25])=[C:15]([CH3:26])[N:14]=1, predict the reactants needed to synthesize it. The reactants are: [O-]CC.[Na+].[C:5]([O:9][CH2:10][CH3:11])(=[O:8])[CH2:6][SH:7].[Cl:12][C:13]1[C:18]([C:19](OCC)=[O:20])=[C:17](Cl)[C:16]([CH3:25])=[C:15]([CH3:26])[N:14]=1.Cl. (2) Given the product [Cl:24][CH2:2][C:3]1[CH:4]=[CH:5][C:6]([O:11][C:12]2[CH:17]=[CH:16][C:15]([C:18]([F:21])([F:20])[F:19])=[CH:14][N:13]=2)=[C:7]([CH:10]=1)[C:8]#[N:9], predict the reactants needed to synthesize it. The reactants are: O[CH2:2][C:3]1[CH:4]=[CH:5][C:6]([O:11][C:12]2[CH:17]=[CH:16][C:15]([C:18]([F:21])([F:20])[F:19])=[CH:14][N:13]=2)=[C:7]([CH:10]=1)[C:8]#[N:9].S(Cl)([Cl:24])=O.